From a dataset of Reaction yield outcomes from USPTO patents with 853,638 reactions. Predict the reaction yield, written as a fraction of the theoretical maximum amount of product (1.0 means a 100% yield; for example, 0.34 means a 34% yield). (1) The reactants are [NH:1]1[CH:5]=[CH:4][CH:3]=[C:2]1/[CH:6]=[C:7]1\[CH2:8][N:9]([C:14]([C:27]2[CH:32]=[CH:31][CH:30]=[CH:29][CH:28]=2)([C:21]2[CH:26]=[CH:25][CH:24]=[CH:23][CH:22]=2)[C:15]2[CH:20]=[CH:19][CH:18]=[CH:17][CH:16]=2)[CH2:10][CH2:11][C:12]\1=[O:13].Br[CH2:34][C:35]([O:37][CH2:38][CH3:39])=[O:36].C(=O)([O-])[O-].[K+].[K+].[I-].[K+]. The catalyst is CN(C)C=O. The product is [CH2:38]([O:37][C:35]([CH2:34][N:1]1[CH:5]=[CH:4][CH:3]=[C:2]1/[CH:6]=[C:7]1\[CH2:8][N:9]([C:14]([C:21]2[CH:22]=[CH:23][CH:24]=[CH:25][CH:26]=2)([C:15]2[CH:20]=[CH:19][CH:18]=[CH:17][CH:16]=2)[C:27]2[CH:32]=[CH:31][CH:30]=[CH:29][CH:28]=2)[CH2:10][CH2:11][C:12]\1=[O:13])=[O:36])[CH3:39]. The yield is 0.830. (2) The reactants are [Cl:1][C:2]1[C:7]([Cl:8])=[CH:6][CH:5]=[CH:4][C:3]=1[CH2:9][N:10]1[C:14]2[CH:15]=[C:16]([N:22]3[CH2:27][CH2:26][O:25][CH2:24][CH2:23]3)[CH:17]=[C:18]([C:19]([NH2:21])=[O:20])[C:13]=2[N:12]=[C:11]1[CH3:28]. The catalyst is CN(C(OC)OC)C. The product is [Cl:1][C:2]1[C:7]([Cl:8])=[CH:6][CH:5]=[CH:4][C:3]=1[CH2:9][N:10]1[C:14]2[CH:15]=[C:16]([N:22]3[CH2:23][CH2:24][O:25][CH2:26][CH2:27]3)[CH:17]=[C:18]([C:19](/[N:21]=[CH:9]/[N:10]([CH3:14])[CH3:11])=[O:20])[C:13]=2[N:12]=[C:11]1[CH3:28]. The yield is 0.890. (3) The reactants are [F:1][C:2]1[CH:22]=[C:21]([S:23]([CH3:26])(=[O:25])=[O:24])[CH:20]=[CH:19][C:3]=1[O:4][C:5]1[C:10]([CH3:11])=[C:9]([O:12][CH:13]2[CH2:18][CH2:17][NH:16][CH2:15][CH2:14]2)[N:8]=[CH:7][N:6]=1.[CH3:27][CH:28]([CH3:35])[CH2:29][CH2:30][CH2:31][C:32](O)=[O:33].CN(C(ON1N=NC2C=CC=NC1=2)=[N+](C)C)C.F[P-](F)(F)(F)(F)F.C(N(CC)CC)C. The catalyst is CN(C=O)C. The product is [F:1][C:2]1[CH:22]=[C:21]([S:23]([CH3:26])(=[O:24])=[O:25])[CH:20]=[CH:19][C:3]=1[O:4][C:5]1[N:6]=[CH:7][N:8]=[C:9]([O:12][CH:13]2[CH2:18][CH2:17][N:16]([C:32](=[O:33])[CH2:31][CH2:30][CH2:29][CH:28]([CH3:35])[CH3:27])[CH2:15][CH2:14]2)[C:10]=1[CH3:11]. The yield is 0.570. (4) The reactants are O[C:2]1[CH:3]=[C:4]([C:11]([O:13][CH2:14][CH3:15])=[O:12])[C:5]2[CH:10]=[N:9][NH:8][C:6]=2[N:7]=1.P(Br)(Br)([Br:18])=O. The catalyst is C(#N)C. The product is [Br:18][C:2]1[CH:3]=[C:4]([C:11]([O:13][CH2:14][CH3:15])=[O:12])[C:5]2[CH:10]=[N:9][NH:8][C:6]=2[N:7]=1. The yield is 0.770.